Dataset: Full USPTO retrosynthesis dataset with 1.9M reactions from patents (1976-2016). Task: Predict the reactants needed to synthesize the given product. (1) The reactants are: [CH2:1]([O:5][C:6]1[CH:7]=[C:8]([CH:12]=[CH:13][C:14]=1[N+:15]([O-:17])=[O:16])[C:9]([OH:11])=[O:10])[CH2:2][CH2:3][CH3:4].OS(O)(=O)=O.[CH3:23]O. Given the product [CH2:1]([O:5][C:6]1[CH:7]=[C:8]([CH:12]=[CH:13][C:14]=1[N+:15]([O-:17])=[O:16])[C:9]([O:11][CH3:23])=[O:10])[CH2:2][CH2:3][CH3:4], predict the reactants needed to synthesize it. (2) Given the product [Cl:1][C:2]1[N:7]=[C:6]([C:8]2[S:44][C:42]([N:37]3[CH2:41][CH2:40][CH2:39][CH2:38]3)=[N:43][C:9]=2[C:11]2[CH:12]=[C:13]([NH:17][S:18]([C:21]3[C:26]([F:27])=[CH:25][CH:24]=[CH:23][C:22]=3[F:28])(=[O:20])=[O:19])[CH:14]=[CH:15][CH:16]=2)[CH:5]=[CH:4][N:3]=1, predict the reactants needed to synthesize it. The reactants are: [Cl:1][C:2]1[N:7]=[C:6](/[CH:8]=[C:9](/[C:11]2[CH:12]=[C:13]([NH:17][S:18]([C:21]3[C:26]([F:27])=[CH:25][CH:24]=[CH:23][C:22]=3[F:28])(=[O:20])=[O:19])[CH:14]=[CH:15][CH:16]=2)\O)[CH:5]=[CH:4][N:3]=1.C1C(=O)N(Br)C(=O)C1.[N:37]1([C:42](=[S:44])[NH2:43])[CH2:41][CH2:40][CH2:39][CH2:38]1. (3) Given the product [CH3:40][C:24]1[CH:25]=[CH:26][C:27]2[NH:28][CH:29]=[N:30][C:31]=2[C:23]=1[C:19]1[CH:18]=[C:17]([S:14]([C:12]2[CH:13]=[C:9]([C:8]([NH2:43])=[NH:7])[S:10][C:11]=2[S:41][CH3:42])(=[O:15])=[O:16])[CH:22]=[CH:21][CH:20]=1, predict the reactants needed to synthesize it. The reactants are: C(OC(=O)[NH:7][C:8](=[NH:43])[C:9]1[S:10][C:11]([S:41][CH3:42])=[C:12]([S:14]([C:17]2[CH:22]=[CH:21][CH:20]=[C:19]([C:23]3[C:31]4[N:30]=[CH:29][N:28](COCC[Si](C)(C)C)[C:27]=4[CH:26]=[CH:25][C:24]=3[CH3:40])[CH:18]=2)(=[O:16])=[O:15])[CH:13]=1)(C)(C)C. (4) The reactants are: [Cl:1][C:2]1[CH:3]=[C:4]([N:9]=[C:10]=[O:11])[CH:5]=[CH:6][C:7]=1[Cl:8].[OH:12][C:13]1[CH:18]=[CH:17][C:16]([CH:19]([NH:24][CH2:25][CH:26]=[CH2:27])[C:20](OC)=[O:21])=[CH:15][CH:14]=1. Given the product [Cl:1][C:2]1[CH:3]=[C:4]([N:9]2[C:20](=[O:21])[CH:19]([C:16]3[CH:17]=[CH:18][C:13]([OH:12])=[CH:14][CH:15]=3)[N:24]([CH2:25][CH:26]=[CH2:27])[C:10]2=[O:11])[CH:5]=[CH:6][C:7]=1[Cl:8], predict the reactants needed to synthesize it. (5) Given the product [Co:5].[CH3:11][C:12]([NH:14][C:15]1[CH:20]=[C:19]([C:21]2[CH:26]=[C:25]3[C:27]([C:30]4[C:35]([O:36][CH3:37])=[CH:34][CH:33]=[CH:32][CH:31]=4)=[CH:28][NH:29][C:24]3=[N:23][CH:22]=2)[CH:18]=[CH:17][CH:16]=1)=[O:13], predict the reactants needed to synthesize it. The reactants are: [N+]([O-])([O-])=O.[Co+2:5].[N+]([O-])([O-])=O.[Co].[CH3:11][C:12]([NH:14][C:15]1[CH:20]=[C:19]([C:21]2[CH:26]=[C:25]3[C:27]([C:30]4[C:35]([O:36][CH3:37])=[CH:34][CH:33]=[CH:32][CH:31]=4)=[CH:28][NH:29][C:24]3=[N:23][CH:22]=2)[CH:18]=[CH:17][CH:16]=1)=[O:13]. (6) Given the product [C:2]1([C:8]2[O:9][C:10]3[CH:16]=[CH:15][C:14]([NH:17][C:22]([N:40]4[CH2:41][CH2:42][N:37]([C:34]5[N:33]=[CH:32][C:31]([Br:30])=[CH:36][N:35]=5)[CH2:38][CH2:39]4)=[O:28])=[CH:13][C:11]=3[CH:12]=2)[CH:3]=[CH:4][CH:5]=[CH:6][CH:7]=1, predict the reactants needed to synthesize it. The reactants are: Cl.[C:2]1([C:8]2[O:9][C:10]3[CH:16]=[CH:15][C:14]([NH2:17])=[CH:13][C:11]=3[CH:12]=2)[CH:7]=[CH:6][CH:5]=[CH:4][CH:3]=1.ClC(Cl)(O[C:22](=[O:28])OC(Cl)(Cl)Cl)Cl.[Br:30][C:31]1[CH:32]=[N:33][C:34]([N:37]2[CH2:42][CH2:41][NH:40][CH2:39][CH2:38]2)=[N:35][CH:36]=1. (7) Given the product [F:37][C:29]1[CH:28]=[C:27]([C@@:12]([NH:11][C:10]2[NH:9][C:1]([C:2]3[CH:3]=[CH:4][CH:5]=[CH:6][CH:7]=3)=[N:41][N:40]=2)([C:20]2[CH:21]=[CH:22][C:23]([F:26])=[CH:24][CH:25]=2)[CH2:13][C:14]2[CH:19]=[CH:18][CH:17]=[CH:16][CH:15]=2)[CH:32]=[C:31]([C:33]([F:34])([F:35])[F:36])[CH:30]=1, predict the reactants needed to synthesize it. The reactants are: [C:1](/[N:9]=[C:10](\SC)/[NH:11][C@:12]([C:27]1[CH:32]=[C:31]([C:33]([F:36])([F:35])[F:34])[CH:30]=[C:29]([F:37])[CH:28]=1)([C:20]1[CH:25]=[CH:24][C:23]([F:26])=[CH:22][CH:21]=1)[CH2:13][C:14]1[CH:19]=[CH:18][CH:17]=[CH:16][CH:15]=1)(=O)[C:2]1[CH:7]=[CH:6][CH:5]=[CH:4][CH:3]=1.[NH2:40][NH2:41].